From a dataset of Forward reaction prediction with 1.9M reactions from USPTO patents (1976-2016). Predict the product of the given reaction. (1) Given the reactants Cl.[Br:2][C:3]1[CH:4]=[C:5]2[C:10](=[CH:11][CH:12]=1)[CH2:9][NH:8][CH2:7][CH2:6]2.C(N(CC)CC)C.[C:20](Cl)(=[O:22])[CH3:21], predict the reaction product. The product is: [Br:2][C:3]1[CH:4]=[C:5]2[C:10](=[CH:11][CH:12]=1)[CH2:9][N:8]([C:20](=[O:22])[CH3:21])[CH2:7][CH2:6]2. (2) The product is: [C:15]([N:12]1[CH2:13][CH2:14][CH:9]([NH2:8])[CH2:10][CH2:11]1)([CH3:18])([CH3:16])[CH3:17]. Given the reactants C([NH:8][CH:9]1[CH2:14][CH2:13][N:12]([C:15]([CH3:18])([CH3:17])[CH3:16])[CH2:11][CH2:10]1)C1C=CC=CC=1, predict the reaction product. (3) The product is: [Cl:20][C:21]1[CH:36]=[CH:35][CH:34]=[C:33]([Cl:37])[C:22]=1[CH2:23][O:24][C:25]1[CH:30]=[CH:29][C:13]2[N:12]=[C:3]([NH:4][C:5](=[O:11])[O:6][C:7]([CH3:8])([CH3:9])[CH3:10])[NH:32][C:27]=2[CH:26]=1. Given the reactants CS/[C:3](/[NH:12][C:13](=O)OC(C)(C)C)=[N:4]\[C:5](=[O:11])[O:6][C:7]([CH3:10])([CH3:9])[CH3:8].[Cl:20][C:21]1[CH:36]=[CH:35][CH:34]=[C:33]([Cl:37])[C:22]=1[CH2:23][O:24][C:25]1[CH:26]=[C:27]([NH2:32])C(N)=[CH:29][CH:30]=1, predict the reaction product. (4) Given the reactants [NH2:1][C@H:2]1[CH2:7][CH2:6][C@H:5]([C:8]([O:10][CH2:11][CH3:12])=[O:9])[CH2:4][CH2:3]1.Cl.C([O-])([O-])=O.[K+].[K+].Br[CH2:21][C:22]1[CH:27]=[CH:26][CH:25]=[CH:24][CH:23]=1, predict the reaction product. The product is: [CH2:21]([N:1]([CH2:8][C:5]1[CH:6]=[CH:7][CH:2]=[CH:3][CH:4]=1)[C@H:2]1[CH2:3][CH2:4][C@H:5]([C:8]([O:10][CH2:11][CH3:12])=[O:9])[CH2:6][CH2:7]1)[C:22]1[CH:27]=[CH:26][CH:25]=[CH:24][CH:23]=1. (5) The product is: [Cl:25][C:24]1[C:18]2[C:19](=[N:20][CH:21]=[C:16]([C:6]3[C:7]([C:9]4[CH:14]=[CH:13][N:12]=[C:11]([NH2:15])[CH:10]=4)=[CH:8][N:4]([CH:1]([CH3:3])[CH3:2])[N:5]=3)[CH:17]=2)[NH:22][CH:23]=1. Given the reactants [CH:1]([N:4]1[CH:8]=[C:7]([C:9]2[CH:14]=[CH:13][N:12]=[C:11]([NH2:15])[CH:10]=2)[C:6]([C:16]2[CH:17]=[C:18]3[CH:24]=[CH:23][NH:22][C:19]3=[N:20][CH:21]=2)=[N:5]1)([CH3:3])[CH3:2].[Cl:25]N1C(=O)CCC1=O, predict the reaction product. (6) Given the reactants [CH3:1][C:2]1[CH:7]=[CH:6][C:5]([S:8]([N:11]2[C:19]3[C:14](=[CH:15][CH:16]=[CH:17][CH:18]=3)[C:13](B(O)O)=[CH:12]2)(=[O:10])=[O:9])=[CH:4][CH:3]=1.Cl[C:24]1[N:29]=[C:28]([NH2:30])[N:27]=[C:26]([NH:31][CH:32]2[CH2:36][CH2:35][CH2:34][CH2:33]2)[CH:25]=1, predict the reaction product. The product is: [CH:32]1([NH:31][C:26]2[CH:25]=[C:24]([C:13]3[C:14]4[C:19](=[CH:18][CH:17]=[CH:16][CH:15]=4)[N:11]([S:8]([C:5]4[CH:6]=[CH:7][C:2]([CH3:1])=[CH:3][CH:4]=4)(=[O:10])=[O:9])[CH:12]=3)[N:29]=[C:28]([NH2:30])[N:27]=2)[CH2:33][CH2:34][CH2:35][CH2:36]1.